Dataset: Forward reaction prediction with 1.9M reactions from USPTO patents (1976-2016). Task: Predict the product of the given reaction. (1) Given the reactants [CH2:1]1[CH:6]2[NH:7][C:8](C[N:5]2[C:3](=[O:4])[CH2:2]1)=[O:9].C(OC1NC(=O)CC1)C.C(=O)([O:22][CH2:23][C:24]1[CH:29]=[CH:28][CH:27]=[CH:26][CH:25]=1)N.C1(C)C=CC(S(O)(=O)=O)=CC=1, predict the reaction product. The product is: [CH2:23]([O:22][C:8]([NH:7][CH:6]1[NH:5][C:3](=[O:4])[CH2:2][CH2:1]1)=[O:9])[C:24]1[CH:29]=[CH:28][CH:27]=[CH:26][CH:25]=1. (2) Given the reactants C([O:8][C:9]1[CH:10]=[C:11]2[C:15](=[CH:16][C:17]=1[O:18][CH3:19])[N:14]([CH3:20])[CH:13]=[C:12]2[C:21]1[N:29]([S:30]([C:33]2[CH:38]=[CH:37][C:36]([CH3:39])=[CH:35][CH:34]=2)(=[O:32])=[O:31])[C:24]2=[N:25][CH:26]=[CH:27][CH:28]=[C:23]2[CH:22]=1)C1C=CC=CC=1.[I-].[Na+].C[Si](Cl)(C)C, predict the reaction product. The product is: [OH:8][C:9]1[CH:10]=[C:11]2[C:15](=[CH:16][C:17]=1[O:18][CH3:19])[N:14]([CH3:20])[CH:13]=[C:12]2[C:21]1[N:29]([S:30]([C:33]2[CH:34]=[CH:35][C:36]([CH3:39])=[CH:37][CH:38]=2)(=[O:32])=[O:31])[C:24]2=[N:25][CH:26]=[CH:27][CH:28]=[C:23]2[CH:22]=1. (3) Given the reactants Br[C:2]1[CH:15]=[CH:14][C:5]([C:6]([C:8]2[CH:13]=[CH:12][CH:11]=[CH:10][CH:9]=2)=[O:7])=[CH:4][CH:3]=1.[B:16]1([B:16]2[O:20][C:19]([CH3:22])([CH3:21])[C:18]([CH3:24])([CH3:23])[O:17]2)[O:20][C:19]([CH3:22])([CH3:21])[C:18]([CH3:24])([CH3:23])[O:17]1.ClCCl.C([O-])(=O)C.[K+], predict the reaction product. The product is: [C:8]1([C:6]([C:5]2[CH:14]=[CH:15][C:2]([B:16]3[O:20][C:19]([CH3:22])([CH3:21])[C:18]([CH3:24])([CH3:23])[O:17]3)=[CH:3][CH:4]=2)=[O:7])[CH:13]=[CH:12][CH:11]=[CH:10][CH:9]=1. (4) Given the reactants C([N:8]1[CH2:12][C@H:11]2[C:13]3[CH:14]=[CH:15][CH:16]=[C:17]([C:21]4[CH:26]=[CH:25][CH:24]=[CH:23][CH:22]=4)[C:18]=3[CH2:19][O:20][C@H:10]2[CH2:9]1)C1C=CC=CC=1.[Cl:27]C(OC(Cl)C)=O.CO.C([O-])(O)=O.[Na+], predict the reaction product. The product is: [ClH:27].[C:21]1([C:17]2[C:18]3[CH2:19][O:20][C@@H:10]4[C@H:11]([C:13]=3[CH:14]=[CH:15][CH:16]=2)[CH2:12][NH:8][CH2:9]4)[CH:22]=[CH:23][CH:24]=[CH:25][CH:26]=1. (5) Given the reactants N12CCN(CC1)CC2.[CH3:9][N:10]([CH3:15])[S:11](Cl)(=[O:13])=[O:12].[CH2:16]([O:18][C:19]([C:21]1[NH:22][N:23]=[C:24]([CH2:26][O:27][C:28]2[CH:33]=[CH:32][CH:31]=[CH:30][CH:29]=2)[CH:25]=1)=[O:20])[CH3:17], predict the reaction product. The product is: [CH2:16]([O:18][C:19]([C:21]1[N:22]([S:11](=[O:13])(=[O:12])[N:10]([CH3:15])[CH3:9])[N:23]=[C:24]([CH2:26][O:27][C:28]2[CH:33]=[CH:32][CH:31]=[CH:30][CH:29]=2)[CH:25]=1)=[O:20])[CH3:17]. (6) Given the reactants [F:1][C:2]1[CH:7]=[CH:6][C:5]([CH:8]([OH:26])[CH:9]([CH2:15][C:16]2[CH:21]=[CH:20][CH:19]=[C:18]([C:22]([F:25])([F:24])[F:23])[CH:17]=2)[C:10]([O:12]CC)=[O:11])=[CH:4][CH:3]=1.[OH-].[Na+].Cl, predict the reaction product. The product is: [F:1][C:2]1[CH:3]=[CH:4][C:5]([CH:8]([OH:26])[CH:9]([CH2:15][C:16]2[CH:21]=[CH:20][CH:19]=[C:18]([C:22]([F:24])([F:25])[F:23])[CH:17]=2)[C:10]([OH:12])=[O:11])=[CH:6][CH:7]=1. (7) Given the reactants [CH2:1]([O:8][C@@H:9]1[C@@H:21]([O:22][CH2:23][C:24]2[CH:29]=[CH:28][C:27]([O:30][CH3:31])=[CH:26][CH:25]=2)[C@@H:20]([OH:32])[C@@H:19]([CH2:33][OH:34])[O:18][C@H:10]1[O:11][CH2:12][CH2:13][Si:14]([CH3:17])([CH3:16])[CH3:15])[C:2]1[CH:7]=[CH:6][CH:5]=[CH:4][CH:3]=1.[Si:35](Cl)([C:38]([CH3:41])([CH3:40])[CH3:39])([CH3:37])[CH3:36].N1C=CN=C1, predict the reaction product. The product is: [CH2:1]([O:8][C@@H:9]1[C@@H:21]([O:22][CH2:23][C:24]2[CH:25]=[CH:26][C:27]([O:30][CH3:31])=[CH:28][CH:29]=2)[C@@H:20]([OH:32])[C@@H:19]([CH2:33][O:34][Si:35]([C:38]([CH3:41])([CH3:40])[CH3:39])([CH3:37])[CH3:36])[O:18][C@H:10]1[O:11][CH2:12][CH2:13][Si:14]([CH3:16])([CH3:15])[CH3:17])[C:2]1[CH:7]=[CH:6][CH:5]=[CH:4][CH:3]=1.